Dataset: Catalyst prediction with 721,799 reactions and 888 catalyst types from USPTO. Task: Predict which catalyst facilitates the given reaction. (1) Reactant: [OH:1][C:2]([CH3:7])([CH3:6])[C:3](O)=[O:4].[F:8][C:9]1[CH:14]=[CH:13][CH:12]=[CH:11][C:10]=1[N:15]1[C:23]2[C:18](=[C:19]([N:24]3[CH2:31][C@@H:30]4[C@@H:26]([NH:27][CH2:28][CH2:29]4)[C:25]3=[O:32])[CH:20]=[CH:21][CH:22]=2)[CH:17]=[N:16]1.C(N(CC)CC)C.F[P-](F)(F)(F)(F)F.CN(C(N1C2C(=NC=CC=2)[N+]([O-])=N1)=[N+](C)C)C. Product: [F:8][C:9]1[CH:14]=[CH:13][CH:12]=[CH:11][C:10]=1[N:15]1[C:23]2[C:18](=[C:19]([N:24]3[CH2:31][C@@H:30]4[C@@H:26]([N:27]([C:3](=[O:4])[C:2]([OH:1])([CH3:7])[CH3:6])[CH2:28][CH2:29]4)[C:25]3=[O:32])[CH:20]=[CH:21][CH:22]=2)[CH:17]=[N:16]1. The catalyst class is: 115. (2) Reactant: [NH2:1][C:2]1[C:3]([C:12]([NH:14][C@H:15]([C:20]([O:22][CH3:23])=[O:21])[CH2:16][O:17][CH2:18][CH3:19])=[O:13])=[CH:4][C:5]2[C:10]([CH:11]=1)=[CH:9][CH:8]=[CH:7][CH:6]=2.[N:24]([C:27]1[C:32]([CH3:33])=[CH:31][C:30]([CH3:34])=[CH:29][C:28]=1[CH3:35])=[C:25]=[O:26]. Product: [CH2:18]([O:17][CH2:16][C@@H:15]([C:20]([O:22][CH3:23])=[O:21])[NH:14][C:12]([C:3]1[C:2]([NH:1][C:25]([NH:24][C:27]2[C:28]([CH3:35])=[CH:29][C:30]([CH3:34])=[CH:31][C:32]=2[CH3:33])=[O:26])=[CH:11][C:10]2[C:5](=[CH:6][CH:7]=[CH:8][CH:9]=2)[CH:4]=1)=[O:13])[CH3:19]. The catalyst class is: 17. (3) Reactant: [F:1][C:2]1[CH:3]=[C:4](B(O)O)[CH:5]=[CH:6][C:7]=1[F:8].C(=O)([O-])[O-].[Na+].[Na+].[C:18]([O:22][C:23]([N:25]([C:40]1[C:41]2[CH2:49][CH2:48][CH2:47][C:42]=2[N:43]=[C:44](Cl)[N:45]=1)[C:26]1[CH:31]=[CH:30][C:29]([CH2:32][C:33]([O:35][C:36]([CH3:39])([CH3:38])[CH3:37])=[O:34])=[CH:28][CH:27]=1)=[O:24])([CH3:21])([CH3:20])[CH3:19].O. Product: [C:36]([O:35][C:33](=[O:34])[CH2:32][C:29]1[CH:30]=[CH:31][C:26]([N:25]([C:23]([O:22][C:18]([CH3:21])([CH3:20])[CH3:19])=[O:24])[C:40]2[C:41]3[CH2:49][CH2:48][CH2:47][C:42]=3[N:43]=[C:44]([C:4]3[CH:5]=[CH:6][C:7]([F:8])=[C:2]([F:1])[CH:3]=3)[N:45]=2)=[CH:27][CH:28]=1)([CH3:38])([CH3:39])[CH3:37]. The catalyst class is: 104. (4) Reactant: [NH:1]1[CH2:6][CH2:5][CH:4]([NH:7][C:8]([C:10]2[N:11]([CH2:19][C:20]3[CH:24]=[C:23]([C:25]4[S:26][C:27]([Cl:30])=[CH:28][CH:29]=4)[O:22][N:21]=3)[C:12]3[C:17]([CH:18]=2)=[CH:16][CH:15]=[CH:14][CH:13]=3)=[O:9])[CH2:3][CH2:2]1.[CH3:31][S:32](Cl)(=[O:34])=[O:33]. Product: [CH3:31][S:32]([N:1]1[CH2:6][CH2:5][CH:4]([NH:7][C:8]([C:10]2[N:11]([CH2:19][C:20]3[CH:24]=[C:23]([C:25]4[S:26][C:27]([Cl:30])=[CH:28][CH:29]=4)[O:22][N:21]=3)[C:12]3[C:17]([CH:18]=2)=[CH:16][CH:15]=[CH:14][CH:13]=3)=[O:9])[CH2:3][CH2:2]1)(=[O:34])=[O:33]. The catalyst class is: 624. (5) Reactant: [OH:1][CH2:2][C:3]1[CH:4]=[C:5]2[C:10](=[CH:11][CH:12]=1)[CH:9]=[C:8]([OH:13])[CH:7]=[CH:6]2.[OH-].[Na+].Br[C:17]([CH3:22])([CH3:21])[C:18]([NH2:20])=[O:19].[I-].[K+]. Product: [OH:1][CH2:2][C:3]1[CH:4]=[C:5]2[C:10](=[CH:11][CH:12]=1)[CH:9]=[C:8]([O:13][C:17]([CH3:22])([CH3:21])[C:18]([NH2:20])=[O:19])[CH:7]=[CH:6]2. The catalyst class is: 287.